This data is from Peptide-MHC class I binding affinity with 185,985 pairs from IEDB/IMGT. The task is: Regression. Given a peptide amino acid sequence and an MHC pseudo amino acid sequence, predict their binding affinity value. This is MHC class I binding data. (1) The peptide sequence is RVIDPRRCL. The MHC is HLA-C15:02 with pseudo-sequence HLA-C15:02. The binding affinity (normalized) is 0.680. (2) The peptide sequence is FLGLGPWGK. The MHC is Mamu-B6601 with pseudo-sequence Mamu-B6601. The binding affinity (normalized) is 0.721. (3) The peptide sequence is EMWAQDAA. The MHC is HLA-A24:02 with pseudo-sequence HLA-A24:02. The binding affinity (normalized) is 0.